This data is from Full USPTO retrosynthesis dataset with 1.9M reactions from patents (1976-2016). The task is: Predict the reactants needed to synthesize the given product. Given the product [F:1][C:2]1[CH:18]=[CH:17][C:5]([CH2:6][O:7][C:8]2[CH:14]=[C:13]([CH3:15])[C:11]([NH:12][C:31](=[O:32])[CH2:30][C:26]([CH3:29])([CH3:28])[CH3:27])=[C:10]([CH3:16])[CH:9]=2)=[CH:4][CH:3]=1, predict the reactants needed to synthesize it. The reactants are: [F:1][C:2]1[CH:18]=[CH:17][C:5]([CH2:6][O:7][C:8]2[CH:14]=[C:13]([CH3:15])[C:11]([NH2:12])=[C:10]([CH3:16])[CH:9]=2)=[CH:4][CH:3]=1.C(N(CC)CC)C.[C:26]([CH2:30][C:31](Cl)=[O:32])([CH3:29])([CH3:28])[CH3:27].O.